Predict the reactants needed to synthesize the given product. From a dataset of Full USPTO retrosynthesis dataset with 1.9M reactions from patents (1976-2016). (1) Given the product [CH2:2]([C:4]1[CH:17]=[C:16]2[C:7]([C:8](=[O:18])[O:9][C:10]32[CH2:11][CH2:12][N:13]([C:32]([NH:31][C:28]2[CH:27]=[N:26][C:25]([C:19]4[CH:20]=[CH:21][CH:22]=[CH:23][CH:24]=4)=[CH:30][N:29]=2)=[O:33])[CH2:14][CH2:15]3)=[CH:6][CH:5]=1)[CH3:3], predict the reactants needed to synthesize it. The reactants are: Cl.[CH2:2]([C:4]1[CH:17]=[C:16]2[C:7]([C:8](=[O:18])[O:9][C:10]32[CH2:15][CH2:14][NH:13][CH2:12][CH2:11]3)=[CH:6][CH:5]=1)[CH3:3].[C:19]1([C:25]2[N:26]=[CH:27][C:28]([NH:31][C:32](=O)[O:33]C3C=CC=CC=3)=[N:29][CH:30]=2)[CH:24]=[CH:23][CH:22]=[CH:21][CH:20]=1.[OH-].[Na+]. (2) Given the product [F:1][C:2]1[CH:7]=[CH:6][C:5]([C@H:8]([O:18][CH3:19])[CH2:9][C@H:10]([CH2:15][CH:16]=[CH2:17])[C:11]([NH:26][OH:27])=[O:12])=[CH:4][C:3]=1[CH3:20], predict the reactants needed to synthesize it. The reactants are: [F:1][C:2]1[CH:7]=[CH:6][C:5]([C@H:8]([O:18][CH3:19])[CH2:9][C@H:10]([CH2:15][CH:16]=[CH2:17])[C:11](OC)=[O:12])=[CH:4][C:3]=1[CH3:20].C1COCC1.[NH2:26][OH:27].[C-]#N.[K+]. (3) Given the product [CH:1]1([C:4]2[C:5]([O:13][CH:14]3[CH2:19][CH2:18][O:17][CH2:16][CH2:15]3)=[CH:6][C:7]([C:10]([NH:31][NH:30][C:24](=[O:29])[C:25]([CH3:28])([CH3:27])[CH3:26])=[O:12])=[N:8][CH:9]=2)[CH2:2][CH2:3]1, predict the reactants needed to synthesize it. The reactants are: [CH:1]1([C:4]2[C:5]([O:13][CH:14]3[CH2:19][CH2:18][O:17][CH2:16][CH2:15]3)=[CH:6][C:7]([C:10]([OH:12])=O)=[N:8][CH:9]=2)[CH2:3][CH2:2]1.S(Cl)(Cl)=O.[C:24]([NH:30][NH2:31])(=[O:29])[C:25]([CH3:28])([CH3:27])[CH3:26].C(N(CC)CC)C.C([O-])(O)=O.[Na+]. (4) Given the product [NH2:65][C:62]1[N:63]=[CH:64][C:59]([C:40]2[N:39]=[C:38]3[C:43]([N:44]=[C:45]([N:46]4[CH2:51][CH2:50][N:49]([C:66](=[O:70])[C@H:67]([OH:68])[CH3:69])[C@H:48]([CH3:52])[CH2:47]4)[N:37]3[CH2:36][CH:33]3[CH2:35][CH2:34]3)=[C:42]([N:53]3[CH2:58][CH2:57][O:56][CH2:55][CH2:54]3)[N:41]=2)=[CH:60][N:61]=1, predict the reactants needed to synthesize it. The reactants are: ON1C2C=CC=CC=2N=N1.C1(N=C=NC2CCCCC2)CCCCC1.C(N(CC)CC)C.[CH:33]1([CH2:36][N:37]2[C:45]([N:46]3[CH2:51][CH2:50][NH:49][C@H:48]([CH3:52])[CH2:47]3)=[N:44][C:43]3[C:38]2=[N:39][C:40]([C:59]2[CH:60]=[N:61][C:62]([NH2:65])=[N:63][CH:64]=2)=[N:41][C:42]=3[N:53]2[CH2:58][CH2:57][O:56][CH2:55][CH2:54]2)[CH2:35][CH2:34]1.[C:66](O)(=[O:70])[C@@H:67]([CH3:69])[OH:68]. (5) The reactants are: [N+:1]([C:4]1[CH:9]=[CH:8][C:7]([CH:10]2[CH2:13][N:12]([C:14](=O)[CH2:15][CH3:16])[CH2:11]2)=[CH:6][CH:5]=1)([O-])=O.O.O.Cl[Sn]Cl.[H-].[H-].[H-].[H-].[Li+].[Al+3].O1CCCC1. Given the product [CH2:14]([N:12]1[CH2:11][CH:10]([C:7]2[CH:6]=[CH:5][C:4]([NH2:1])=[CH:9][CH:8]=2)[CH2:13]1)[CH2:15][CH3:16], predict the reactants needed to synthesize it. (6) Given the product [CH3:11][N:8]1[CH:9]=[CH:10][C:5]([C:3]([OH:4])=[O:2])=[CH:6][C:7]1=[O:12], predict the reactants needed to synthesize it. The reactants are: C[O:2][C:3]([C:5]1[CH:10]=[CH:9][N:8]([CH3:11])[C:7](=[O:12])[CH:6]=1)=[O:4].O.[OH-].[Li+].Cl. (7) Given the product [C:10]([CH2:9][O:8][C:7]1[CH:12]=[CH:13][C:4]([CH:3]([CH3:15])[C:1]#[N:2])=[CH:5][CH:6]=1)#[N:11], predict the reactants needed to synthesize it. The reactants are: [C:1]([CH2:3][C:4]1[CH:13]=[CH:12][C:7]([O:8][CH2:9][C:10]#[N:11])=[CH:6][CH:5]=1)#[N:2].I[CH3:15].O. (8) Given the product [C:1]([C:5]1[N:10]=[C:9]([N:11]2[CH2:16][CH2:15][N:14]([CH2:17][CH2:18][CH2:19][CH2:20][NH:21][C:31]([N:33]3[CH2:34][CH2:35][C:44]4[CH:45]=[CH:46][CH:47]=[CH:48][C:43]=4[CH2:42][CH2:37]3)=[O:32])[CH2:13][CH2:12]2)[CH:8]=[C:7]([C:22]([F:24])([F:25])[F:23])[N:6]=1)([CH3:4])([CH3:2])[CH3:3], predict the reactants needed to synthesize it. The reactants are: [C:1]([C:5]1[N:10]=[C:9]([N:11]2[CH2:16][CH2:15][N:14]([CH2:17][CH2:18][CH2:19][CH2:20][NH2:21])[CH2:13][CH2:12]2)[CH:8]=[C:7]([C:22]([F:25])([F:24])[F:23])[N:6]=1)([CH3:4])([CH3:3])[CH3:2].C1N=CN([C:31]([N:33]2[CH:37]=N[CH:35]=[CH:34]2)=[O:32])C=1.C1[C:44]2[CH:45]=[CH:46][CH:47]=[CH:48][C:43]=2[CH2:42]CNC1. (9) Given the product [NH2:25][C:19]1[C:18]([O:17][C:15]2[C:14]([CH:26]([CH3:28])[CH3:27])=[CH:13][C:12]([O:29][CH3:30])=[C:11]([N:10]3[CH2:5][CH2:6][CH2:7][C:8]3=[O:9])[CH:16]=2)=[CH:23][N:22]=[C:21]([CH3:1])[N:20]=1, predict the reactants needed to synthesize it. The reactants are: [CH3:1][O-].[Na+].Cl[CH2:5][CH2:6][CH2:7][C:8]([NH:10][C:11]1[CH:16]=[C:15]([O:17][C:18]2[C:19]([NH2:25])=[N:20][C:21](N)=[N:22][CH:23]=2)[C:14]([CH:26]([CH3:28])[CH3:27])=[CH:13][C:12]=1[O:29][CH3:30])=[O:9]. (10) Given the product [Cl:1][C:2]1[CH:3]=[C:4]([C:8]2[O:12][N:11]=[C:10]([CH:13]([N:14]3[CH2:20][CH2:19][CH2:18][CH2:17][N:16]4[C:21]([C:24]5[CH:25]=[CH:26][N:27]=[CH:28][CH:29]=5)=[N:22][N:23]=[C:15]34)[CH3:30])[N:9]=2)[CH:5]=[CH:6][CH:7]=1, predict the reactants needed to synthesize it. The reactants are: [Cl:1][C:2]1[CH:3]=[C:4]([C:8]2[O:12][N:11]=[C:10]([CH2:13][N:14]3[CH2:20][CH2:19][CH2:18][CH2:17][N:16]4[C:21]([C:24]5[CH:29]=[CH:28][N:27]=[CH:26][CH:25]=5)=[N:22][N:23]=[C:15]34)[N:9]=2)[CH:5]=[CH:6][CH:7]=1.[CH3:30]S(OC(C1N=C(C2C=CC=C(Cl)C=2)ON=1)C)(=O)=O.N1C=CC(C2N3CCCCNC3=NN=2)=CC=1.